This data is from Forward reaction prediction with 1.9M reactions from USPTO patents (1976-2016). The task is: Predict the product of the given reaction. (1) Given the reactants C(O)(C(F)(F)F)=O.[C:8]([C:10]1[CH:15]=[CH:14][C:13]([C:16]2[CH:17]=[N:18][N:19]([C:22]3[CH:30]=[CH:29][C:25]([C:26](O)=[O:27])=[CH:24][N:23]=3)[C:20]=2[OH:21])=[C:12]([CH3:31])[CH:11]=1)#[N:9].[CH3:32][N:33]1[CH2:38][CH2:37][CH:36]([NH2:39])[CH2:35][CH2:34]1, predict the reaction product. The product is: [C:8]([C:10]1[CH:15]=[CH:14][C:13]([C:16]2[CH:17]=[N:18][N:19]([C:22]3[CH:30]=[CH:29][C:25]([C:26]([NH:39][CH:36]4[CH2:37][CH2:38][N:33]([CH3:32])[CH2:34][CH2:35]4)=[O:27])=[CH:24][N:23]=3)[C:20]=2[OH:21])=[C:12]([CH3:31])[CH:11]=1)#[N:9]. (2) Given the reactants [NH:1]1[CH:5]=[CH:4][CH:3]=[N:2]1.Cl[CH2:7]Cl.[C:9]1(C)[C:10]([S:15](Cl)(=[O:17])=[O:16])=[CH:11][CH:12]=[CH:13][CH:14]=1, predict the reaction product. The product is: [CH3:7][C:13]1[CH:14]=[CH:9][C:10]([S:15]([N:1]2[CH:5]=[CH:4][CH:3]=[N:2]2)(=[O:16])=[O:17])=[CH:11][CH:12]=1. (3) Given the reactants [Br:1][C:2]1[CH:3]=[C:4]([NH:10][C:11]2[N:16]=[CH:15][C:14]([CH:17]3[CH2:22][CH2:21][N:20](C(OC(C)(C)C)=O)[CH2:19][CH2:18]3)=[CH:13][CH:12]=2)[C:5](=[O:9])[N:6]([CH3:8])[CH:7]=1.FC(F)(F)C(O)=O, predict the reaction product. The product is: [Br:1][C:2]1[CH:3]=[C:4]([NH:10][C:11]2[CH:12]=[CH:13][C:14]([CH:17]3[CH2:22][CH2:21][NH:20][CH2:19][CH2:18]3)=[CH:15][N:16]=2)[C:5](=[O:9])[N:6]([CH3:8])[CH:7]=1. (4) Given the reactants [S:1]1[C:5]([C:6]([NH2:8])=O)=[CH:4][CH:3]2[S:9][CH:10]=[CH:11][CH:2]12.O=P(Cl)(Cl)Cl, predict the reaction product. The product is: [S:1]1[C:5]([C:6]#[N:8])=[CH:4][CH:3]2[S:9][CH:10]=[CH:11][CH:2]12.